From a dataset of Forward reaction prediction with 1.9M reactions from USPTO patents (1976-2016). Predict the product of the given reaction. (1) Given the reactants [NH2:1][C:2]([NH:4][C:5]1[C:6]([C:18]([NH2:20])=[O:19])=[N:7][N:8]([C:10]2[CH:15]=[CH:14][C:13](I)=[C:12]([CH3:17])[CH:11]=2)[CH:9]=1)=[O:3].[OH:21][C:22]1[CH:27]=[CH:26][C:25](B(O)O)=[CH:24][CH:23]=1.C(=O)([O-])[O-].[Cs+].[Cs+], predict the reaction product. The product is: [OH:21][C:22]1[CH:27]=[CH:26][C:25]([C:13]2[CH:14]=[CH:15][C:10]([N:8]3[CH:9]=[C:5]([NH:4][C:2]([NH2:1])=[O:3])[C:6]([C:18]([NH2:20])=[O:19])=[N:7]3)=[CH:11][C:12]=2[CH3:17])=[CH:24][CH:23]=1. (2) Given the reactants C(OC([N:8]([CH2:16][CH:17]=[CH2:18])/[N:9]=[CH:10]/[C:11]([O:13][CH2:14][CH3:15])=[O:12])=O)(C)(C)C.FC(F)(F)C(O)=O, predict the reaction product. The product is: [CH2:16]([NH:8]/[N:9]=[CH:10]/[C:11]([O:13][CH2:14][CH3:15])=[O:12])[CH:17]=[CH2:18]. (3) The product is: [C:35]([NH:27][C:26]1[NH:25][C:23](=[O:24])[C:22]2[N:21]=[CH:20][N:19]([C:29]=2[N:28]=1)[C@@H:12]1[O:13][C@H:14]([CH2:17][OH:18])[C@@H:15]([OH:16])[C@H:11]1[O:10][CH2:1][CH2:2][CH2:3][CH2:4][CH2:5][CH2:6][CH2:7][CH2:8][CH3:9])(=[O:39])[CH:36]([CH3:38])[CH3:37]. Given the reactants [CH2:1]([O:10][C@@H:11]1[C@H:15]([OH:16])[C@@H:14]([CH2:17][OH:18])[O:13][C@H:12]1[N:19]1[C:29]2[N:28]=[C:26]([NH2:27])[NH:25][C:23](=[O:24])[C:22]=2[N:21]=[CH:20]1)[CH2:2][CH2:3][CH2:4][CH2:5][CH2:6][CH2:7][CH2:8][CH3:9].C[Si](Cl)(C)C.[C:35](Cl)(=[O:39])[CH:36]([CH3:38])[CH3:37], predict the reaction product. (4) Given the reactants [CH3:1][O:2][C:3]([C:5]1[C:13]2[C:8](=[CH:9][CH:10]=[CH:11][CH:12]=2)[NH:7][CH:6]=1)=[O:4].Br[CH2:15][C:16]([C:18]1[CH:23]=[CH:22][CH:21]=[CH:20][CH:19]=1)=[O:17].C([O-])([O-])=O.[K+].[K+], predict the reaction product. The product is: [CH3:1][O:2][C:3]([C:5]1[C:13]2[C:8](=[CH:9][CH:10]=[CH:11][CH:12]=2)[N:7]([CH2:15][C:16](=[O:17])[C:18]2[CH:23]=[CH:22][CH:21]=[CH:20][CH:19]=2)[CH:6]=1)=[O:4]. (5) Given the reactants [CH:1]1[CH:2]=[CH:3][C:4]2[S:9][N:8]=[C:7]([N:10]3[CH2:15][CH2:14][N:13]([CH2:16][C@H:17]4[C@H:22]([CH2:23][N:24]5[C:34](=[O:35])[C@H:33]6[C@H:27]([C@H:28]7[CH2:32][C@@H:31]6[CH2:30][CH2:29]7)[C:25]5=[O:26])[CH2:21][CH2:20][CH2:19][CH2:18]4)[CH2:12][CH2:11]3)[C:5]=2[CH:6]=1.C([O-])(=O)C([O-])=O.[ClH:42], predict the reaction product. The product is: [CH:1]1[CH:2]=[CH:3][C:4]2[S:9][N:8]=[C:7]([N:10]3[CH2:15][CH2:14][N:13]([CH2:16][C@H:17]4[C@H:22]([CH2:23][N:24]5[C:34](=[O:35])[C@H:33]6[C@H:27]([C@H:28]7[CH2:32][C@@H:31]6[CH2:30][CH2:29]7)[C:25]5=[O:26])[CH2:21][CH2:20][CH2:19][CH2:18]4)[CH2:12][CH2:11]3)[C:5]=2[CH:6]=1.[ClH:42].